Dataset: Full USPTO retrosynthesis dataset with 1.9M reactions from patents (1976-2016). Task: Predict the reactants needed to synthesize the given product. Given the product [NH2:1][C@H:2]1[CH2:7][CH2:6][CH2:5][CH2:4][C@H:3]1[NH:8][C:9]1[N:14]=[C:13]([NH:15][C:16]2[CH:21]=[CH:20][CH:19]=[C:18]([C:33]3[N:32]=[C:31]([CH3:30])[O:35][N:34]=3)[CH:17]=2)[C:12]([C:27]([NH2:29])=[O:28])=[CH:11][N:10]=1, predict the reactants needed to synthesize it. The reactants are: [NH2:1][C@H:2]1[CH2:7][CH2:6][CH2:5][CH2:4][C@H:3]1[NH:8][C:9]1[N:14]=[C:13]([NH:15][C:16]2[CH:21]=[CH:20][C:19](C3ON=CC=3)=[CH:18][CH:17]=2)[C:12]([C:27]([NH2:29])=[O:28])=[CH:11][N:10]=1.[CH3:30][C:31]1[O:35][N:34]=[C:33](C2C=C(C=CC=2)N)[N:32]=1.